Task: Predict the reactants needed to synthesize the given product.. Dataset: Full USPTO retrosynthesis dataset with 1.9M reactions from patents (1976-2016) (1) Given the product [C:22]([O:21][C:19]([N:16]1[CH2:17][CH2:18][N:13]([C:6]2[C:5]3[C:10](=[C:11]([O:28][CH3:27])[C:2]([Br:1])=[C:3]([Cl:26])[CH:4]=3)[N:9]=[CH:8][N:7]=2)[CH2:14][CH2:15]1)=[O:20])([CH3:25])([CH3:24])[CH3:23], predict the reactants needed to synthesize it. The reactants are: [Br:1][C:2]1[C:11](F)=[C:10]2[C:5]([C:6]([N:13]3[CH2:18][CH2:17][N:16]([C:19]([O:21][C:22]([CH3:25])([CH3:24])[CH3:23])=[O:20])[CH2:15][CH2:14]3)=[N:7][CH:8]=[N:9]2)=[CH:4][C:3]=1[Cl:26].[CH3:27][O:28][Na]. (2) Given the product [Br:29][C:13]1[C:14]([OH:16])=[N:15][C:10]([S:9][CH2:8][C:7]2[S:6][CH:5]=[N:4][C:3]=2[CH2:1][CH3:2])=[N:11][C:12]=1[C:17]([F:20])([F:19])[F:18], predict the reactants needed to synthesize it. The reactants are: [CH2:1]([C:3]1[N:4]=[CH:5][S:6][C:7]=1[CH2:8][S:9][C:10]1[N:15]=[C:14]([OH:16])[CH:13]=[C:12]([C:17]([F:20])([F:19])[F:18])[N:11]=1)[CH3:2].C(Cl)(Cl)(Cl)Cl.C(Cl)Cl.[Br:29]Br.S([O-])([O-])(=O)=S.[Na+].[Na+]. (3) Given the product [C:9]([C:8]1[C:7]([CH:4]2[CH2:3][CH2:2][N:1]([CH2:25][C:24]([NH:23][C:17]3[C:18]([CH3:22])=[CH:19][CH:20]=[CH:21][C:16]=3[CH3:15])=[O:27])[CH2:6][CH2:5]2)=[N:14][CH:13]=[CH:12][CH:11]=1)#[N:10], predict the reactants needed to synthesize it. The reactants are: [NH:1]1[CH2:6][CH2:5][CH:4]([C:7]2[N:14]=[CH:13][CH:12]=[CH:11][C:8]=2[C:9]#[N:10])[CH2:3][CH2:2]1.[CH3:15][C:16]1[CH:21]=[CH:20][CH:19]=[C:18]([CH3:22])[C:17]=1[NH:23][C:24](=[O:27])[CH2:25]Cl.C(=O)([O-])[O-].[Na+].[Na+]. (4) Given the product [CH3:39][C:38]1[O:37][N:36]=[CH:35][C:34]=1[CH2:33][N:17]1[C:18]2[CH:19]=[CH:20][C:12]([C:10]([N:7]3[CH2:6][CH2:5][CH:4]([CH3:3])[CH2:9][CH2:8]3)=[O:11])=[CH:13][C:14]=2[C:15]2[CH2:24][NH:23][CH2:22][CH2:21][C:16]1=2, predict the reactants needed to synthesize it. The reactants are: [H-].[Na+].[CH3:3][CH:4]1[CH2:9][CH2:8][N:7]([C:10]([C:12]2[CH:20]=[CH:19][C:18]3[NH:17][C:16]4[CH2:21][CH2:22][N:23](C(OC(C)(C)C)=O)[CH2:24][C:15]=4[C:14]=3[CH:13]=2)=[O:11])[CH2:6][CH2:5]1.Cl[CH2:33][C:34]1[CH:35]=[N:36][O:37][C:38]=1[CH3:39].